This data is from NCI-60 drug combinations with 297,098 pairs across 59 cell lines. The task is: Regression. Given two drug SMILES strings and cell line genomic features, predict the synergy score measuring deviation from expected non-interaction effect. (1) Drug 1: CC12CCC3C(C1CCC2=O)CC(=C)C4=CC(=O)C=CC34C. Drug 2: CCC1(CC2CC(C3=C(CCN(C2)C1)C4=CC=CC=C4N3)(C5=C(C=C6C(=C5)C78CCN9C7C(C=CC9)(C(C(C8N6C)(C(=O)OC)O)OC(=O)C)CC)OC)C(=O)OC)O.OS(=O)(=O)O. Cell line: SF-268. Synergy scores: CSS=53.1, Synergy_ZIP=-5.03, Synergy_Bliss=-3.59, Synergy_Loewe=-25.9, Synergy_HSA=-1.04. (2) Drug 1: C1CCN(CC1)CCOC2=CC=C(C=C2)C(=O)C3=C(SC4=C3C=CC(=C4)O)C5=CC=C(C=C5)O. Drug 2: C(=O)(N)NO. Cell line: SK-OV-3. Synergy scores: CSS=4.74, Synergy_ZIP=2.54, Synergy_Bliss=2.48, Synergy_Loewe=-44.5, Synergy_HSA=2.52.